Dataset: Forward reaction prediction with 1.9M reactions from USPTO patents (1976-2016). Task: Predict the product of the given reaction. (1) Given the reactants [Cl:1][C:2]1[C:3]([C:18]#[N:19])=[C:4]2[N:9]([C:10]=1[C:11]1[CH:12]=[N:13][CH:14]=[CH:15][CH:16]=1)[CH2:8][CH2:7][CH2:6][C:5]2=[O:17].[BH4-].[Na+], predict the reaction product. The product is: [Cl:1][C:2]1[C:3]([C:18]#[N:19])=[C:4]2[N:9]([C:10]=1[C:11]1[CH:12]=[N:13][CH:14]=[CH:15][CH:16]=1)[CH2:8][CH2:7][CH2:6][CH:5]2[OH:17]. (2) Given the reactants [OH:1][CH2:2][C:3]([CH3:8])([CH2:6][OH:7])[CH2:4][OH:5].[OH:9]CC(CO)CO.OCC([N+]([O-])=O)(CO)CO, predict the reaction product. The product is: [OH:1][CH2:2][C:3]([CH2:8][OH:9])([CH2:6][OH:7])[CH2:4][OH:5]. (3) Given the reactants [Cl:1][C:2]1[CH:7]=[C:6]([Cl:8])[CH:5]=[CH:4][C:3]=1[OH:9].[H-].[Na+].Cl[C:13]1[N:22]=[C:21]([O:23][CH:24]([CH3:26])[CH3:25])[CH:20]=[CH:19][C:14]=1[C:15]([O:17][CH3:18])=[O:16].O, predict the reaction product. The product is: [Cl:1][C:2]1[CH:7]=[C:6]([Cl:8])[CH:5]=[CH:4][C:3]=1[O:9][C:13]1[N:22]=[C:21]([O:23][CH:24]([CH3:26])[CH3:25])[CH:20]=[CH:19][C:14]=1[C:15]([O:17][CH3:18])=[O:16]. (4) Given the reactants [CH:1](OC)(OC)[O:2]C.[CH3:8][O:9][C:10]1[CH:16]=[C:15]([OH:17])[CH:14]=[CH:13][C:11]=1[OH:12].[Cl-].[Al+3].[Cl-].[Cl-].Cl, predict the reaction product. The product is: [OH:17][C:15]1[CH:16]=[C:10]([O:9][CH3:8])[C:11]([OH:12])=[CH:13][C:14]=1[CH:1]=[O:2]. (5) Given the reactants [N+:1]([C:4]1[CH:9]=[CH:8][C:7](/[CH:10]=[CH:11]/[C:12]2[N:13]=[C:14]([NH:17]C(=O)OCC3C=CC=CC=3)[S:15][CH:16]=2)=[CH:6][CH:5]=1)([O-:3])=[O:2], predict the reaction product. The product is: [N+:1]([C:4]1[CH:9]=[CH:8][C:7](/[CH:10]=[CH:11]/[C:12]2[N:13]=[C:14]([NH2:17])[S:15][CH:16]=2)=[CH:6][CH:5]=1)([O-:3])=[O:2]. (6) Given the reactants C([O:3][CH:4](OCC)[C:5]1[CH:23]=[CH:22][C:8]([CH2:9][N:10]([CH3:21])[C:11](=[O:20])[O:12][CH2:13][C:14]2[CH:19]=[CH:18][CH:17]=[CH:16][CH:15]=2)=[CH:7][CH:6]=1)C.C(=O)([O-])[O-].[K+].[K+], predict the reaction product. The product is: [CH:4]([C:5]1[CH:6]=[CH:7][C:8]([CH2:9][N:10]([CH3:21])[C:11](=[O:20])[O:12][CH2:13][C:14]2[CH:15]=[CH:16][CH:17]=[CH:18][CH:19]=2)=[CH:22][CH:23]=1)=[O:3].